From a dataset of Reaction yield outcomes from USPTO patents with 853,638 reactions. Predict the reaction yield, written as a fraction of the theoretical maximum amount of product (1.0 means a 100% yield; for example, 0.34 means a 34% yield). (1) The reactants are Br[C:2]1[CH:3]=[C:4]([NH:10][C:11]2[CH:15]=[C:14]([CH2:16][CH3:17])[N:13]([CH3:18])[N:12]=2)[C:5](=[O:9])[N:6]([CH3:8])[CH:7]=1.[C:19]([O:22][CH2:23][C:24]1[C:25]([N:33]2[N:42]=[CH:41][C:40]3[C:35](=[C:36]([F:47])[CH:37]=[C:38]([C:43]([CH3:46])([CH3:45])[CH3:44])[CH:39]=3)[C:34]2=[O:48])=[N:26][CH:27]=[CH:28][C:29]=1B(O)O)(=[O:21])[CH3:20].[O-]P([O-])([O-])=O.[K+].[K+].[K+].C([O-])(=O)C.[Na+]. The catalyst is C1C=CC(P(C2C=CC=CC=2)[C-]2C=CC=C2)=CC=1.C1C=CC(P(C2C=CC=CC=2)[C-]2C=CC=C2)=CC=1.Cl[Pd]Cl.[Fe+2].O.C(#N)C. The product is [C:19]([O:22][CH2:23][C:24]1[C:25]([N:33]2[N:42]=[CH:41][C:40]3[C:35](=[C:36]([F:47])[CH:37]=[C:38]([C:43]([CH3:45])([CH3:44])[CH3:46])[CH:39]=3)[C:34]2=[O:48])=[N:26][CH:27]=[CH:28][C:29]=1[C:2]1[CH:3]=[C:4]([NH:10][C:11]2[CH:15]=[C:14]([CH2:16][CH3:17])[N:13]([CH3:18])[N:12]=2)[C:5](=[O:9])[N:6]([CH3:8])[CH:7]=1)(=[O:21])[CH3:20]. The yield is 0.250. (2) The reactants are [CH3:1][O:2][C:3]1[CH:8]=[CH:7][C:6]([C:9](=[O:44])[CH2:10][CH2:11][CH2:12][N:13]2[CH2:43][CH2:42][C:16]3([N:20]([C:21]4[CH:26]=[CH:25][CH:24]=[CH:23][CH:22]=4)[CH2:19][N:18]([CH2:27][C:28]4[CH:29]=[C:30]([CH:38]=[CH:39][CH:40]=4)[C:31]([O:33]C(C)(C)C)=[O:32])[C:17]3=[O:41])[CH2:15][CH2:14]2)=[CH:5][CH:4]=1. The catalyst is Cl.O1CCOCC1. The product is [CH3:1][O:2][C:3]1[CH:8]=[CH:7][C:6]([C:9](=[O:44])[CH2:10][CH2:11][CH2:12][N:13]2[CH2:43][CH2:42][C:16]3([N:20]([C:21]4[CH:26]=[CH:25][CH:24]=[CH:23][CH:22]=4)[CH2:19][N:18]([CH2:27][C:28]4[CH:29]=[C:30]([CH:38]=[CH:39][CH:40]=4)[C:31]([OH:33])=[O:32])[C:17]3=[O:41])[CH2:15][CH2:14]2)=[CH:5][CH:4]=1. The yield is 0.740. (3) The reactants are CS(O[C:6]([C:12]1[CH:17]=[C:16]([CH3:18])[CH:15]=[CH:14][N:13]=1)([CH3:11])[C:7]([F:10])([F:9])[F:8])(=O)=O.[CH3:19]CCCCC. The catalyst is C1CCCCC1. The product is [CH3:18][C:16]1[CH:15]=[CH:14][N:13]=[C:12]([C:6]([CH3:19])([CH3:11])[C:7]([F:10])([F:9])[F:8])[CH:17]=1. The yield is 0.280. (4) The reactants are [C:1]1([CH:7]([C:13]2[CH:18]=[CH:17][CH:16]=[CH:15][CH:14]=2)[N:8]2[CH2:11][C:10](=O)[CH2:9]2)[CH:6]=[CH:5][CH:4]=[CH:3][CH:2]=1.[NH:19]([C:21]([O:23][C:24]([CH3:27])([CH3:26])[CH3:25])=[O:22])[NH2:20].C(O)(=O)C. The catalyst is CO. The product is [C:1]1([CH:7]([C:13]2[CH:18]=[CH:17][CH:16]=[CH:15][CH:14]=2)[N:8]2[CH2:11][C:10](=[N:20][NH:19][C:21]([O:23][C:24]([CH3:27])([CH3:26])[CH3:25])=[O:22])[CH2:9]2)[CH:6]=[CH:5][CH:4]=[CH:3][CH:2]=1. The yield is 0.940. (5) The reactants are CS(O[CH2:6][C:7]#[C:8][C:9]#[C:10][C:11]1[CH:20]=[CH:19][C:14]([C:15]([O:17][CH3:18])=[O:16])=[CH:13][CH:12]=1)(=O)=O.Cl.[CH3:22][NH:23][CH3:24].CCN(C(C)C)C(C)C. The catalyst is CN(C=O)C.C([O-])(O)=O.[Na+]. The product is [CH3:22][N:23]([CH3:24])[CH2:6][C:7]#[C:8][C:9]#[C:10][C:11]1[CH:20]=[CH:19][C:14]([C:15]([O:17][CH3:18])=[O:16])=[CH:13][CH:12]=1. The yield is 0.250.